This data is from Forward reaction prediction with 1.9M reactions from USPTO patents (1976-2016). The task is: Predict the product of the given reaction. (1) Given the reactants Cl.[S:2]1[N:6]=[CH:5][C:4]([O:7][CH2:8][C@@H:9]2[O:13][C:12](=[O:14])[N:11]([C:15]3[CH:20]=[CH:19][C:18]([C:21]4[CH2:26][CH2:25][N:24]([C:27]([C@@H:29]5[CH2:33][O:32]C(C)(C)[O:30]5)=[O:28])[CH2:23][CH:22]=4)=[C:17]([F:36])[CH:16]=3)[CH2:10]2)=[N:3]1, predict the reaction product. The product is: [S:2]1[N:6]=[CH:5][C:4]([O:7][CH2:8][C@@H:9]2[O:13][C:12](=[O:14])[N:11]([C:15]3[CH:20]=[CH:19][C:18]([C:21]4[CH2:26][CH2:25][N:24]([C:27](=[O:28])[C@@H:29]([OH:30])[CH2:33][OH:32])[CH2:23][CH:22]=4)=[C:17]([F:36])[CH:16]=3)[CH2:10]2)=[N:3]1. (2) Given the reactants [F:1][C:2]1[CH:7]=[CH:6][C:5]([N:8]=[C:9]=[O:10])=[CH:4][CH:3]=1.[C:11](OC)(=[O:14])[CH2:12][SH:13].C(N(CC)CC)C, predict the reaction product. The product is: [F:1][C:2]1[CH:7]=[CH:6][C:5]([N:8]2[C:11](=[O:14])[CH2:12][S:13][C:9]2=[O:10])=[CH:4][CH:3]=1.